Dataset: Full USPTO retrosynthesis dataset with 1.9M reactions from patents (1976-2016). Task: Predict the reactants needed to synthesize the given product. (1) Given the product [I-:15].[CH2:1]([P+:3]([CH2:6][CH3:7])([CH2:4][CH3:5])[CH2:16][CH2:17][CH2:18][CH2:19][CH2:20][CH2:21][CH2:22][CH3:23])[CH3:2], predict the reactants needed to synthesize it. The reactants are: [CH2:1]([P:3]([CH2:6][CH3:7])[CH2:4][CH3:5])[CH3:2].C1(C)C=CC=CC=1.[I:15][CH2:16][CH2:17][CH2:18][CH2:19][CH2:20][CH2:21][CH2:22][CH3:23]. (2) Given the product [Cl:16][CH:8]1[C:9]2[C:5](=[C:4]([N+:1]([O-:3])=[O:2])[CH:12]=[CH:11][CH:10]=2)[CH2:6][CH2:7]1, predict the reactants needed to synthesize it. The reactants are: [N+:1]([C:4]1[CH:12]=[CH:11][CH:10]=[C:9]2[C:5]=1[CH2:6][CH2:7][CH:8]2O)([O-:3])=[O:2].S(Cl)([Cl:16])=O. (3) Given the product [NH2:1][C:2]1[C:7]([C:8]2[CH:17]=[CH:16][C:11]([C:12]([OH:14])=[O:13])=[C:10]([F:18])[CH:9]=2)=[CH:6][C:5]([C:24]2[C:23]([CH3:35])=[N:22][N:21]([CH3:20])[CH:25]=2)=[CH:4][N:3]=1, predict the reactants needed to synthesize it. The reactants are: [NH2:1][C:2]1[C:7]([C:8]2[CH:17]=[CH:16][C:11]([C:12]([O:14]C)=[O:13])=[C:10]([F:18])[CH:9]=2)=[CH:6][C:5](Br)=[CH:4][N:3]=1.[CH3:20][N:21]1[CH:25]=[C:24](B2OC(C)(C)C(C)(C)O2)[C:23]([CH3:35])=[N:22]1. (4) Given the product [CH3:12][C@:11]12[C:3]([C@H:1]([CH3:35])[CH2:2][CH:24]=[O:30])=[CH:4][CH2:5][C@H:6]1[C@@H:7]([O:13][C:14](=[O:16])[CH3:15])[CH2:8][CH2:9][CH2:10]2, predict the reactants needed to synthesize it. The reactants are: [CH:1](=[C:3]1/[C@H:4](O)[CH2:5][C@@H:6]2[C@@:11]/1([CH3:12])[CH2:10][CH2:9][CH2:8][C@@H:7]2[O:13][C:14](=[O:16])[CH3:15])/[CH3:2].C(=C1/[C@@H](O)C[C@@H]2[C@]/1(C)CCC[C@@H:24]2[O:30]C(=O)C)/C.[CH:35](OCC)=C.